From a dataset of NCI-60 drug combinations with 297,098 pairs across 59 cell lines. Regression. Given two drug SMILES strings and cell line genomic features, predict the synergy score measuring deviation from expected non-interaction effect. Cell line: SF-268. Drug 1: CCC1(C2=C(COC1=O)C(=O)N3CC4=CC5=C(C=CC(=C5CN(C)C)O)N=C4C3=C2)O.Cl. Synergy scores: CSS=43.7, Synergy_ZIP=-0.317, Synergy_Bliss=-1.05, Synergy_Loewe=-3.50, Synergy_HSA=0.169. Drug 2: B(C(CC(C)C)NC(=O)C(CC1=CC=CC=C1)NC(=O)C2=NC=CN=C2)(O)O.